From a dataset of Full USPTO retrosynthesis dataset with 1.9M reactions from patents (1976-2016). Predict the reactants needed to synthesize the given product. (1) Given the product [C:1]([C:3]1[N:4]=[CH:5][C:6]([NH:9][C:10]2[N:11]=[CH:12][C:13]([NH:31][C:32](=[O:37])[CH2:33][N:34]([CH3:35])[CH3:36])=[C:14]([O:16][CH2:17][CH:18]3[CH2:19][CH2:20][NH:21][CH2:22][CH2:23]3)[CH:15]=2)=[N:7][CH:8]=1)#[N:2], predict the reactants needed to synthesize it. The reactants are: [C:1]([C:3]1[N:4]=[CH:5][C:6]([NH:9][C:10]2[CH:15]=[C:14]([O:16][CH2:17][CH:18]3[CH2:23][CH2:22][N:21](C(OC(C)(C)C)=O)[CH2:20][CH2:19]3)[C:13]([NH:31][C:32](=[O:37])[CH2:33][N:34]([CH3:36])[CH3:35])=[CH:12][N:11]=2)=[N:7][CH:8]=1)#[N:2].FC(F)(F)C(O)=O. (2) Given the product [N:1]1([C:17]([C:14]2[CH:13]=[CH:12][C:11]([C:9]([O:8][CH3:7])=[O:10])=[CH:16][N:15]=2)=[O:18])[CH2:6][CH2:5][O:4][CH2:3][CH2:2]1, predict the reactants needed to synthesize it. The reactants are: [NH:1]1[CH2:6][CH2:5][O:4][CH2:3][CH2:2]1.[CH3:7][O:8][C:9]([C:11]1[CH:12]=[CH:13][C:14]([C:17](O)=[O:18])=[N:15][CH:16]=1)=[O:10]. (3) Given the product [CH3:1][O:2][C:3]1[CH:8]=[CH:7][CH:6]=[CH:5][C:4]=1[C:9]1[N:10]=[C:11]2[C:16]([C:17]([F:20])([F:18])[F:19])=[CH:15][CH:14]=[CH:13][N:12]2[C:21]=1[C:23]1[CH:24]=[CH:25][C:26]([O:27][C:28]2[CH:33]=[CH:32][CH:31]=[C:30]([S:34]([CH3:37])(=[O:36])=[O:35])[CH:29]=2)=[CH:38][CH:39]=1, predict the reactants needed to synthesize it. The reactants are: [CH3:1][O:2][C:3]1[CH:8]=[CH:7][CH:6]=[CH:5][C:4]=1[C:9]1[N:10]=[C:11]2[C:16]([C:17]([F:20])([F:19])[F:18])=[CH:15][CH:14]=[CH:13][N:12]2[CH:21]=1.Br[C:23]1[CH:39]=[CH:38][C:26]([O:27][C:28]2[CH:33]=[CH:32][CH:31]=[C:30]([S:34]([CH3:37])(=[O:36])=[O:35])[CH:29]=2)=[CH:25][CH:24]=1. (4) Given the product [CH3:10][CH:11]([CH3:2])[CH2:6][NH:5][C:2]1[C:11]2[C:6](=[CH:7][N:8]=[CH:9][CH:10]=2)[N:5]2[N:12]=[N:13][N:14]=[C:4]2[CH:3]=1, predict the reactants needed to synthesize it. The reactants are: Cl[C:2]1[C:11]2[C:6](=[CH:7][N:8]=[CH:9][CH:10]=2)[N:5]2[N:12]=[N:13][N:14]=[C:4]2[CH:3]=1.